This data is from Forward reaction prediction with 1.9M reactions from USPTO patents (1976-2016). The task is: Predict the product of the given reaction. (1) Given the reactants C(OC(=O)[NH:7][C:8]1[CH:12]=[C:11]([CH3:13])[N:10]([CH2:14][C:15]2[N:20]=[CH:19][CH:18]=[CH:17][N:16]=2)[N:9]=1)(C)(C)C, predict the reaction product. The product is: [CH3:13][C:11]1[N:10]([CH2:14][C:15]2[N:20]=[CH:19][CH:18]=[CH:17][N:16]=2)[N:9]=[C:8]([NH2:7])[CH:12]=1. (2) Given the reactants [Br:1][C:2]1[CH:10]=[CH:9][C:5]([C:6]([OH:8])=[O:7])=[CH:4][C:3]=1[F:11].S(=O)(=O)(O)O.[CH3:17]O, predict the reaction product. The product is: [Br:1][C:2]1[CH:10]=[CH:9][C:5]([C:6]([O:8][CH3:17])=[O:7])=[CH:4][C:3]=1[F:11]. (3) The product is: [NH2:10][C:24](=[O:25])[CH2:20][C:21]([O:22][CH2:2][CH3:3])=[O:27]. Given the reactants N[C:2]1C=CC=C[CH:3]=1.C([N:10](CC)CC)C.ClCCl.C([CH:20]([C:24](Cl)=[O:25])[C:21](Cl)=[O:22])C.[OH2:27], predict the reaction product. (4) Given the reactants [NH2:1][C:2]1[N:3]=[CH:4][C:5]([C:8]2[C:9]([F:19])=[C:10]([OH:18])[C:11]([CH:14]3[CH2:17][CH2:16][CH2:15]3)=[CH:12][CH:13]=2)=[N:6][CH:7]=1.Br[CH2:21][C:22]1[CH:27]=[CH:26][CH:25]=[C:24]([Cl:28])[C:23]=1[Cl:29], predict the reaction product. The product is: [CH:14]1([C:11]2[CH:12]=[CH:13][C:8]([C:5]3[N:6]=[CH:7][C:2]([NH2:1])=[N:3][CH:4]=3)=[C:9]([F:19])[C:10]=2[O:18][CH2:21][C:22]2[CH:27]=[CH:26][CH:25]=[C:24]([Cl:28])[C:23]=2[Cl:29])[CH2:15][CH2:16][CH2:17]1. (5) The product is: [Br:43][CH:2]([C:4]1[N:5]([C:16]2[CH:21]=[CH:20][CH:19]=[CH:18][C:17]=2[CH3:22])[C:6](=[O:15])[C:7]2[C:12]([CH:13]=1)=[CH:11][CH:10]=[CH:9][C:8]=2[CH3:14])[CH3:3]. Given the reactants O[CH:2]([C:4]1[N:5]([C:16]2[CH:21]=[CH:20][CH:19]=[CH:18][C:17]=2[CH3:22])[C:6](=[O:15])[C:7]2[C:12]([CH:13]=1)=[CH:11][CH:10]=[CH:9][C:8]=2[CH3:14])[CH3:3].C1C=CC(P(C2C=CC=CC=2)C2C=CC=CC=2)=CC=1.C(Br)(Br)(Br)[Br:43], predict the reaction product. (6) Given the reactants [CH3:1][C:2]1[CH:26]=[CH:25][C:5]2[S:6][C:7]([C:9]3[C:13]([C:14](O)=[O:15])=[CH:12][N:11]([CH2:17][O:18][CH2:19][CH2:20][Si:21]([CH3:24])([CH3:23])[CH3:22])[N:10]=3)=[CH:8][C:4]=2[CH:3]=1.[CH3:27][C:28]([NH2:31])([CH3:30])[CH3:29].Cl.C(N=C=NCCCN(C)C)C.C1C=CC2N(O)N=NC=2C=1, predict the reaction product. The product is: [C:28]([NH:31][C:14]([C:13]1[C:9]([C:7]2[S:6][C:5]3[CH:25]=[CH:26][C:2]([CH3:1])=[CH:3][C:4]=3[CH:8]=2)=[N:10][N:11]([CH2:17][O:18][CH2:19][CH2:20][Si:21]([CH3:24])([CH3:23])[CH3:22])[CH:12]=1)=[O:15])([CH3:30])([CH3:29])[CH3:27].